This data is from Reaction yield outcomes from USPTO patents with 853,638 reactions. The task is: Predict the reaction yield, written as a fraction of the theoretical maximum amount of product (1.0 means a 100% yield; for example, 0.34 means a 34% yield). (1) The yield is 0.650. The reactants are C([Zn]CC)C.CCCCCC.[C:12]([OH:18])([C:14](F)(F)F)=[O:13].C(I)I.COC([CH:26]1[CH2:30][C:29](=[CH2:31])[CH2:28][N:27]1[C:32]([O:34][CH2:35][C:36]1[CH:41]=[CH:40][CH:39]=[CH:38][CH:37]=1)=[O:33])=O.C[N+]1([O-])CCOCC1. The catalyst is C(Cl)Cl.[Os](=O)(=O)(=O)=O.O.CC(C)=O. The product is [CH2:35]([O:34][C:32]([N:27]1[CH:14]([C:12]([OH:18])=[O:13])[CH2:31][C:29]2([CH2:30][CH2:26]2)[CH2:28]1)=[O:33])[C:36]1[CH:37]=[CH:38][CH:39]=[CH:40][CH:41]=1. (2) The reactants are [OH:1][C:2]([C:5]1[CH:31]=[CH:30][C:8]([C:9]([NH:11][C:12]2[CH:17]=[C:16]([N:18]3[CH2:23][CH2:22][CH:21]([C:24]([OH:26])=O)[CH2:20][CH2:19]3)[N:15]3[N:27]=[CH:28][CH:29]=[C:14]3[N:13]=2)=[O:10])=[CH:7][CH:6]=1)([CH3:4])[CH3:3].CN.C[CH2:35][N:36]=C=NCCCN(C)C.C1C=CC2N(O)N=NC=2C=1. The catalyst is CN(C=O)C. The product is [OH:1][C:2]([C:5]1[CH:6]=[CH:7][C:8]([C:9]([NH:11][C:12]2[CH:17]=[C:16]([N:18]3[CH2:19][CH2:20][CH:21]([C:24]([NH:36][CH3:35])=[O:26])[CH2:22][CH2:23]3)[N:15]3[N:27]=[CH:28][CH:29]=[C:14]3[N:13]=2)=[O:10])=[CH:30][CH:31]=1)([CH3:3])[CH3:4]. The yield is 0.550. (3) The product is [C:25]([O:29][C:30]([NH:32][C:33]1[S:34][CH:35]=[C:36](/[C:38](=[N:59]/[O:60][C:61]([CH3:70])([CH3:69])[C:62]([O:64][C:65]([CH3:68])([CH3:67])[CH3:66])=[O:63])/[C:39]([NH:41][C@@H:42]2[C:45](=[O:46])[NH:44][C@@H:43]2[CH2:47][NH:48][CH2:49][CH2:50][OH:51])=[O:40])[N:37]=1)=[O:31])([CH3:27])([CH3:28])[CH3:26]. The yield is 0.990. The catalyst is CN(C=O)C.CN1C(=O)CCC1.O. The reactants are C1CCN(CCOC(C2C=CC(Cl)=CC=2)C2C=CC=CC=2)CC1.Cl.[C:25]([O:29][C:30]([NH:32][C:33]1[S:34][CH:35]=[C:36](/[C:38](=[N:59]/[O:60][C:61]([CH3:70])([CH3:69])[C:62]([O:64][C:65]([CH3:68])([CH3:67])[CH3:66])=[O:63])/[C:39]([NH:41][C@@H:42]2[C:45](=[O:46])[NH:44][C@@H:43]2[CH2:47][NH:48][CH2:49][CH2:50][O:51][Si](C(C)(C)C)(C)C)=[O:40])[N:37]=1)=[O:31])([CH3:28])([CH3:27])[CH3:26].F.[F-].[NH4+].